From a dataset of Catalyst prediction with 721,799 reactions and 888 catalyst types from USPTO. Predict which catalyst facilitates the given reaction. Reactant: [F:1][C:2]([F:7])([F:6])[C:3]([OH:5])=[O:4].C(OC([N:15]1[CH2:19][CH2:18][C@H:17]([C:20]([O:22][CH2:23][C:24]2[CH:29]=[CH:28][CH:27]=[CH:26][CH:25]=2)=[O:21])[CH2:16]1)=O)(C)(C)C. Product: [F:1][C:2]([F:7])([F:6])[C:3]([OH:5])=[O:4].[NH:15]1[CH2:19][CH2:18][C@H:17]([C:20]([O:22][CH2:23][C:24]2[CH:29]=[CH:28][CH:27]=[CH:26][CH:25]=2)=[O:21])[CH2:16]1. The catalyst class is: 2.